Dataset: Forward reaction prediction with 1.9M reactions from USPTO patents (1976-2016). Task: Predict the product of the given reaction. (1) The product is: [CH:42]1([CH:45]([C:52]2[CH:57]=[CH:56][CH:55]=[C:54]([CH2:58][O:11][C:10]3[CH:9]=[CH:8][C:7]([C:12]4[CH:17]=[C:16]([O:18][CH3:19])[CH:15]=[CH:14][C:13]=4[F:20])=[CH:6][C:5]=3[CH2:4][CH2:3][C:2]([CH3:22])([CH3:21])[CH3:1])[CH:53]=2)[CH2:46][C:47]([O:49][CH2:50][CH3:51])=[O:48])[CH2:44][CH2:43]1. Given the reactants [CH3:1][C:2]([CH3:22])([CH3:21])[CH2:3][CH2:4][C:5]1[CH:6]=[C:7]([C:12]2[CH:17]=[C:16]([O:18][CH3:19])[CH:15]=[CH:14][C:13]=2[F:20])[CH:8]=[CH:9][C:10]=1[OH:11].C1(P(C2C=CC=CC=2)C2C=CC=CC=2)C=CC=CC=1.[CH:42]1([CH:45]([C:52]2[CH:57]=[CH:56][CH:55]=[C:54]([CH2:58]O)[CH:53]=2)[CH2:46][C:47]([O:49][CH2:50][CH3:51])=[O:48])[CH2:44][CH2:43]1.N(C(OCC)=O)=NC(OCC)=O, predict the reaction product. (2) Given the reactants C[Mg]Cl.[O:4]1CCC[CH2:5]1.[F:9][C:10]1[CH:17]=[CH:16][CH:15]=[CH:14][C:11]=1[CH:12]=[O:13].[C:18]1(=[O:28])[O:23][C:21](=[O:22])[C:20]2=[CH:24][CH:25]=[CH:26][CH:27]=[C:19]12.Cl, predict the reaction product. The product is: [C:18]([OH:23])(=[O:28])[C:19]1[C:20](=[CH:24][CH:25]=[CH:26][CH:27]=1)[C:21]([OH:4])=[O:22].[F:9][C:10]1[CH:17]=[CH:16][CH:15]=[CH:14][C:11]=1[CH:12]([OH:13])[CH3:5]. (3) The product is: [CH3:20][N:21]([CH3:28])[CH:22]1[CH2:27][CH2:26][N:25]([C:7](=[O:8])[C:6]([OH:10])([C:2]2[S:1][CH:5]=[CH:4][CH:3]=2)[C:44]2[S:43][CH:47]=[CH:46][CH:45]=2)[CH2:24][CH2:23]1. Given the reactants [S:1]1[CH:5]=[CH:4][CH:3]=[C:2]1[C:6](=[O:10])[C:7](O)=[O:8].C(Cl)Cl.C(Cl)(=O)C(Cl)=O.[CH3:20][N:21]([CH3:28])[CH:22]1[CH2:27][CH2:26][NH:25][CH2:24][CH2:23]1.CCN(C(C)C)C(C)C.C1COCC1.[S:43]1[CH:47]=[CH:46][CH:45]=[C:44]1[Mg]Br, predict the reaction product.